From a dataset of Peptide-MHC class I binding affinity with 185,985 pairs from IEDB/IMGT. Regression. Given a peptide amino acid sequence and an MHC pseudo amino acid sequence, predict their binding affinity value. This is MHC class I binding data. (1) The peptide sequence is IIYVFFIV. The MHC is H-2-Kb with pseudo-sequence H-2-Kb. The binding affinity (normalized) is 0.951. (2) The peptide sequence is QELGHEDLMA. The MHC is HLA-B18:01 with pseudo-sequence HLA-B18:01. The binding affinity (normalized) is 0.